Dataset: Human Reference Interactome with 51,813 positive PPI pairs across 8,248 proteins, plus equal number of experimentally-validated negative pairs. Task: Binary Classification. Given two protein amino acid sequences, predict whether they physically interact or not. (1) Protein 1 (ENSG00000157869) has sequence MSDSEEESQDRQLKIVVLGDGASGKTSLTTCFAQETFGKQYKQTIGLDFFLRRITLPGNLNVTLQIWDIGGQTIGGKMLDKYIYGAQGVLLVYDITNYQSFENLEDWYTVVKKVSEESETQPLVALVGNKIDLEHMRTIKPEKHLRFCQENGFSSHFVSAKTGDSVFLCFQKVAAEILGIKLNKAEIEQSQRIVRAEIVKYPEEENQHTTSTQSRICSVQ*MSDSEEESQDRQLKIVVLGDGASGKTSLTTCFAQETFGKQYKQTIGLDFFLRRITLPGNLNVTLQIWDIGGQTIGGKML.... Protein 2 (ENSG00000126752) has sequence MNGDDTFAKRPRDDAKASEKRSKAFDDIATYFSKKEWKKMKYSEKISYVYMKRNYKAMTKLGFKVTLPPFMCNKQATDFQGNDFDNDHNRRIQVEHPQMTFGRLHRIIPKIMPKKPAEDENDSKGVSEASGPQNDGKQLHPPGKANISEKINKRSGPKRGKHAWTHRLRERKQLVIYEEISDPEEDDE*. Result: 0 (the proteins do not interact). (2) Protein 1 (ENSG00000109854) has sequence MAGPAALSAAAAAALAAALLLLRREDPGPGAGPSMAETEALSKLREDFRMQNKSVFILGASGETGRVLLKEILEQGLFSKVTLIGRRKLTFDEEAYKNVNQEVVDFEKLDDYASAFQGHDVGFCCLGTTRGKAGAEGFVRVDRDYVLKSAELAKAGGCKHFNLLSSKGADKSSNFLYLQVKGEVEAKVEELKFDRYSVFRPGVLLCDRQESRPGEWLVRKFFGSLPDSWASGHSVPVVTVVRAMLNNVVRPRDKQMELLENKAIHDLGKAHGSLKP*MAETEALSKLREDFRMQNKSVFI.... Protein 2 (ENSG00000197296) has sequence MEHLERCEWLLRGTLVRAAVRRYLPWALVASMLAGSLLKELSPLPESYLSNKRNVLNVYFVKVAWAWTFCLLLPFIALTNYHLTGKAGLVLRRLSTLLVGTAIWYICTSIFSNIEHYTGSCYQSPALEGVRKEHQSKQQCHQEGGFWHGFDISGHSFLLTFCALMIVEEMSVLHEVKTDRSHCLHTAITTLVVALGILTFIWVLMFLCTAVYFHNLSQKVFGTLFGLLSWYGTYGFWYPKAFSPGLPPQSCSLNLKQDSYKK*. Result: 1 (the proteins interact). (3) Protein 1 (ENSG00000107551) has sequence MKEDCLPSSHVPISDSKSIQKSELLGLLKTYNCYHEGKSFQLRHREEEGTLIIEGLLNIAWGLRRPIRLQMQDDREQVHLPSTSWMPRRPSCPLKEPSPQNGNITAQGPSIQPVHKAESSTDSSGPLEEAEEAPQLMRTKSDASCMSQRRPKCRAPGEAQRIRRHRFSINGHFYNHKTSVFTPAYGSVTNVRVNSTMTTLQVLTLLLNKFRVEDGPSEFALYIVHESGERTKLKDCEYPLISRILHGPCEKIARIFLMEADLGVEVPHEVAQYIKFEMPVLDSFVEKLKEEEEREIIKLT.... Protein 2 (ENSG00000153044) has sequence MEEQPQMQDADEPADSGGEGRAGGPPQVAGAQAACSEDRMTLLLRLRAQTKQQLLEYKSMVDASEEKTPEQIMQEKQIEAKIEDLENEIEEVKVAFEIKKLALDRMRLSTALKKNLEKISRQSSVLMDNMKHLLELNKLIMKSQQESWDLEEKLLDIRKKRLQLKQASESKLLEIQTEKNKQKIDLDSMENSERIKIIRQNLQMEIKITTVIQHVFQNLILGSKVNWAEDPALKEIVLQLEKNVDMM*XEDRMTLLLRLRAQTKQQLLEYKSMVDASEEKTPEQIMQEKQIEAMRLSTAL.... Result: 1 (the proteins interact).